From a dataset of Forward reaction prediction with 1.9M reactions from USPTO patents (1976-2016). Predict the product of the given reaction. Given the reactants [Cl:1][C:2]1[CH:7]=[C:6]([Cl:8])[CH:5]=[CH:4][C:3]=1[S:9]([N:12]([CH2:14][C:15]1[O:19][CH:18]=[C:17]([C:20](O)=[O:21])[CH:16]=1)[CH3:13])(=[O:11])=[O:10].C1N=CN(C(N2C=NC=C2)=O)C=1.[NH:35]1[CH2:39][CH2:38][N:37]=[C:36]1[C:40]1[CH:45]=[CH:44][C:43]([CH2:46][NH:47][CH3:48])=[CH:42][CH:41]=1.Cl, predict the reaction product. The product is: [Cl:1][C:2]1[CH:7]=[C:6]([Cl:8])[CH:5]=[CH:4][C:3]=1[S:9]([N:12]([CH2:14][C:15]1[O:19][CH:18]=[C:17]([C:20]([N:47]([CH2:46][C:43]2[CH:44]=[CH:45][C:40]([C:36]3[NH:37][CH2:38][CH2:39][N:35]=3)=[CH:41][CH:42]=2)[CH3:48])=[O:21])[CH:16]=1)[CH3:13])(=[O:10])=[O:11].